This data is from Catalyst prediction with 721,799 reactions and 888 catalyst types from USPTO. The task is: Predict which catalyst facilitates the given reaction. (1) Reactant: Br[C:2]1[CH:7]=[CH:6][C:5]([Br:8])=[CH:4][N:3]=1.C([Li])CCC.CCCCCC.[S:20]1[CH2:23][C:22](=[O:24])[CH2:21]1. Product: [Br:8][C:5]1[CH:6]=[CH:7][C:2]([C:22]2([OH:24])[CH2:23][S:20][CH2:21]2)=[N:3][CH:4]=1. The catalyst class is: 11. (2) Reactant: [F:1][C:2]([F:21])([F:20])[C:3]([N:5]1[CH2:11][CH2:10][C:9]2[CH:12]=[C:13]([OH:19])[C:14]([N+:16]([O-:18])=[O:17])=[CH:15][C:8]=2[CH2:7][CH2:6]1)=[O:4].[C:22](=O)([O-])[O-].[K+].[K+].CI. Product: [F:21][C:2]([F:1])([F:20])[C:3]([N:5]1[CH2:11][CH2:10][C:9]2[CH:12]=[C:13]([O:19][CH3:22])[C:14]([N+:16]([O-:18])=[O:17])=[CH:15][C:8]=2[CH2:7][CH2:6]1)=[O:4]. The catalyst class is: 3. (3) Reactant: Cl[C:2]1[CH:7]=[CH:6][C:5]([CH2:8][C:9]([O:11][C:12]([CH3:15])([CH3:14])[CH3:13])=[O:10])=[CH:4][C:3]=1[C:16]#[N:17].[CH3:18][C:19]1[CH:24]=[C:23]([Sn](CCCC)(CCCC)CCCC)[CH:22]=[CH:21][N:20]=1.CN(C=O)C. Product: [C:16]([C:3]1[CH:4]=[C:5]([CH2:8][C:9]([O:11][C:12]([CH3:15])([CH3:14])[CH3:13])=[O:10])[CH:6]=[CH:7][C:2]=1[C:23]1[CH:22]=[CH:21][N:20]=[C:19]([CH3:18])[CH:24]=1)#[N:17]. The catalyst class is: 535. (4) Reactant: [CH3:1][C:2]1[CH:3]=[C:4]([N:9]2[C:13](=[O:14])[C:12](=[N:15][NH:16][C:17]3[C:18]([OH:32])=[C:19]([C:23]4[CH:28]=[CH:27][CH:26]=[C:25]([C:29]([OH:31])=[O:30])[CH:24]=4)[CH:20]=[CH:21][CH:22]=3)[C:11]([CH3:33])=[N:10]2)[CH:5]=[CH:6][C:7]=1[CH3:8].[CH2:34]([CH2:36][NH2:37])[OH:35]. Product: [CH3:8][C:7]1[CH:6]=[CH:5][C:4]([N:9]2[N:10]=[C:11]([CH3:33])/[C:12](=[N:15]/[NH:16][C:17]3[CH:22]=[CH:21][CH:20]=[C:19]([C:23]4[CH:28]=[CH:27][CH:26]=[C:25]([C:29]([OH:31])=[O:30])[CH:24]=4)[C:18]=3[OH:32])/[C:13]2=[O:14])=[CH:3][C:2]=1[CH3:1].[CH2:36]([NH2:37])[CH2:34][OH:35]. The catalyst class is: 6. (5) Reactant: Cl[C:2]1[CH:7]=CC=C(F)[C:3]=1[C:9]1[C:13](C#N)=[C:12](/C(/C(=O)C(F)(F)F)=C/N(C)C)[O:11][N:10]=1.ClC1C=C([NH:34][NH2:35])C=CC=1.CCN(C(C)C)C(C)C. Product: [NH:34]1[CH:7]=[CH:2][C:3]([C:9]2[CH:13]=[CH:12][O:11][N:10]=2)=[N:35]1. The catalyst class is: 8.